Dataset: Forward reaction prediction with 1.9M reactions from USPTO patents (1976-2016). Task: Predict the product of the given reaction. Given the reactants I[C:2]1[C:10]2[C:5](=[N:6][CH:7]=[CH:8][CH:9]=2)[N:4]([Si:11]([CH:18]([CH3:20])[CH3:19])([CH:15]([CH3:17])[CH3:16])[CH:12]([CH3:14])[CH3:13])[CH:3]=1.C([Mg]Cl)(C)C.[Cl:26][C:27]1[CH:44]=[CH:43][C:30]([CH2:31][O:32][C:33]2[C:34]([O:41][CH3:42])=[CH:35][C:36]([CH:39]=[O:40])=[N:37][CH:38]=2)=[CH:29][CH:28]=1, predict the reaction product. The product is: [Cl:26][C:27]1[CH:44]=[CH:43][C:30]([CH2:31][O:32][C:33]2[C:34]([O:41][CH3:42])=[CH:35][C:36]([CH:39]([C:2]3[C:10]4[C:5](=[N:6][CH:7]=[CH:8][CH:9]=4)[N:4]([Si:11]([CH:18]([CH3:20])[CH3:19])([CH:15]([CH3:17])[CH3:16])[CH:12]([CH3:14])[CH3:13])[CH:3]=3)[OH:40])=[N:37][CH:38]=2)=[CH:29][CH:28]=1.